Dataset: Full USPTO retrosynthesis dataset with 1.9M reactions from patents (1976-2016). Task: Predict the reactants needed to synthesize the given product. (1) The reactants are: [Br:1][C:2]1[CH:23]=[CH:22][CH:21]=[CH:20][C:3]=1[CH2:4][CH:5]1[C:11](=[O:12])[N:10]([CH3:13])[C:9]2[CH:14]=[CH:15][C:16]([Cl:18])=[CH:17][C:8]=2[C:7](Cl)=[N:6]1.CC1(C)C(C)(C)OB([C:32]2[CH:41]=[CH:40][C:35]3[NH:36][C:37](=[O:39])[NH:38][C:34]=3[CH:33]=2)O1.[Cl-].[Li+].O.[OH-].[Cs+]. Given the product [Br:1][C:2]1[CH:23]=[CH:22][CH:21]=[CH:20][C:3]=1[CH2:4][CH:5]1[C:11](=[O:12])[N:10]([CH3:13])[C:9]2[CH:14]=[CH:15][C:16]([Cl:18])=[CH:17][C:8]=2[C:7]([C:32]2[CH:41]=[CH:40][C:35]3[NH:36][C:37](=[O:39])[NH:38][C:34]=3[CH:33]=2)=[N:6]1, predict the reactants needed to synthesize it. (2) The reactants are: Cl[C:2]1[N:7]=[C:6]([CH3:8])[N:5]=[C:4]([C:9]#[N:10])[CH:3]=1.[OH:11][C:12]1[CH:17]=[CH:16][C:15]([CH2:18][S:19]([NH2:22])(=[O:21])=[O:20])=[CH:14][CH:13]=1.C(=O)([O-])[O-].[K+].[K+]. Given the product [C:9]([C:4]1[N:5]=[C:6]([CH3:8])[N:7]=[C:2]([O:11][C:12]2[CH:17]=[CH:16][C:15]([CH2:18][S:19]([NH2:22])(=[O:20])=[O:21])=[CH:14][CH:13]=2)[CH:3]=1)#[N:10], predict the reactants needed to synthesize it. (3) Given the product [C:13]1([C@H:10]2[CH2:11][CH2:12][NH:8][C@H:9]2[CH2:19][OH:20])[CH:14]=[CH:15][CH:16]=[CH:17][CH:18]=1, predict the reactants needed to synthesize it. The reactants are: C(OC([N:8]1[CH2:12][CH2:11][C@H:10]([C:13]2[CH:18]=[CH:17][CH:16]=[CH:15][CH:14]=2)[C@@H:9]1[CH2:19][OH:20])=O)(C)(C)C.C1COCC1.Cl.[OH-].[Na+]. (4) Given the product [C:14]([CH2:15][NH:12][C:6]1[CH:5]=[C:4]([CH:9]=[C:8]([F:10])[C:7]=1[CH3:11])[C:3]([O:2][CH3:1])=[O:13])#[N:17], predict the reactants needed to synthesize it. The reactants are: [CH3:1][O:2][C:3](=[O:13])[C:4]1[CH:9]=[C:8]([F:10])[C:7]([CH3:11])=[C:6]([NH2:12])[CH:5]=1.[CH:14]([N:17](CC)C(C)C)(C)[CH3:15].BrCC#N.O. (5) Given the product [F:11][C:4]1[CH:3]=[C:2]([CH:7]=[C:6]([F:8])[C:5]=1[CH2:9][OH:10])[C:12]#[N:13], predict the reactants needed to synthesize it. The reactants are: Br[C:2]1[CH:7]=[C:6]([F:8])[C:5]([CH2:9][OH:10])=[C:4]([F:11])[CH:3]=1.[CH3:12][N:13](C=O)C. (6) Given the product [CH3:26][N:10]1[C:11]2[C:3]([S:2][CH3:1])=[CH:4][CH:5]=[CH:6][C:7]=2[C:8]2[CH2:15][N:14]([C:16]([O:18][C:19]([CH3:22])([CH3:21])[CH3:20])=[O:17])[CH2:13][CH2:12][C:9]1=2, predict the reactants needed to synthesize it. The reactants are: [CH3:1][S:2][C:3]1[C:11]2[NH:10][C:9]3[CH2:12][CH2:13][N:14]([C:16]([O:18][C:19]([CH3:22])([CH3:21])[CH3:20])=[O:17])[CH2:15][C:8]=3[C:7]=2[CH:6]=[CH:5][CH:4]=1.[OH-].[K+].I[CH3:26]. (7) The reactants are: C([O:8][C:9]1[C:14]([CH:15]([CH3:17])[CH3:16])=[CH:13][CH:12]=[CH:11][C:10]=1[CH2:18][C:19]([O:21][CH3:22])=[O:20])C1C=CC=CC=1. Given the product [OH:8][C:9]1[C:14]([CH:15]([CH3:17])[CH3:16])=[CH:13][CH:12]=[CH:11][C:10]=1[CH2:18][C:19]([O:21][CH3:22])=[O:20], predict the reactants needed to synthesize it.